From a dataset of Catalyst prediction with 721,799 reactions and 888 catalyst types from USPTO. Predict which catalyst facilitates the given reaction. (1) Reactant: [NH2:1][C:2]1[CH:3]=[CH:4][C:5]([C:9]#[N:10])=[N:6][C:7]=1[I:8].[Mg+2].[Br-].[Br-].[O:14]1[CH:19]=[CH:18][CH2:17][CH2:16][CH2:15]1. Product: [I:8][C:7]1[N:6]=[C:5]([C:9]#[N:10])[CH:4]=[CH:3][C:2]=1[NH:1][CH:15]1[CH2:16][CH2:17][CH2:18][CH2:19][O:14]1. The catalyst class is: 1. (2) Reactant: [C:1]([C:3]1[CH:8]=[C:7]([CH3:9])[CH:6]=[CH:5][C:4]=1[C:10]1[CH:15]=[C:14]([C:16]([N:18]2[CH2:21][CH:20]([OH:22])[CH2:19]2)=[O:17])[CH:13]=[C:12]([C:23]([O:25]CC)=[O:24])[CH:11]=1)#[N:2].[OH-].[Na+].C(#N)C.Cl. The catalyst class is: 6. Product: [C:1]([C:3]1[CH:8]=[C:7]([CH3:9])[CH:6]=[CH:5][C:4]=1[C:10]1[CH:15]=[C:14]([C:16]([N:18]2[CH2:21][CH:20]([OH:22])[CH2:19]2)=[O:17])[CH:13]=[C:12]([C:23]([OH:25])=[O:24])[CH:11]=1)#[N:2].